Dataset: Catalyst prediction with 721,799 reactions and 888 catalyst types from USPTO. Task: Predict which catalyst facilitates the given reaction. (1) Reactant: [F:1][C:2]([F:14])([F:13])[C:3]1[O:7][N:6]=[C:5]([C:8]([O:10]CC)=[O:9])[CH:4]=1.[OH-].[Na+]. Product: [F:14][C:2]([F:1])([F:13])[C:3]1[O:7][N:6]=[C:5]([C:8]([OH:10])=[O:9])[CH:4]=1. The catalyst class is: 5. (2) Reactant: [CH2:1]([N:8]1[C@@H:15]([CH2:16][O:17][Si](C(C)(C)C)(C)C)[CH2:14][N:13]([C:25]([O:27][C:28]([CH3:31])([CH3:30])[CH3:29])=[O:26])[CH2:12][C:9]21[CH2:11][CH2:10]2)[C:2]1[CH:7]=[CH:6][CH:5]=[CH:4][CH:3]=1.CCCC[N+](CCCC)(CCCC)CCCC.[F-]. Product: [CH2:1]([N:8]1[C@@H:15]([CH2:16][OH:17])[CH2:14][N:13]([C:25]([O:27][C:28]([CH3:31])([CH3:30])[CH3:29])=[O:26])[CH2:12][C:9]21[CH2:11][CH2:10]2)[C:2]1[CH:7]=[CH:6][CH:5]=[CH:4][CH:3]=1. The catalyst class is: 76. (3) Reactant: [CH2:1]([S:3][CH:4]([C:6]1[CH:11]=[CH:10][CH:9]=[C:8]([N+:12]([O-])=O)[CH:7]=1)[CH3:5])[CH3:2].[H][H]. Product: [CH2:1]([S:3][CH:4]([C:6]1[CH:7]=[C:8]([CH:9]=[CH:10][CH:11]=1)[NH2:12])[CH3:5])[CH3:2]. The catalyst class is: 19. (4) Reactant: Br[C:2]1[C:3]([CH2:10][OH:11])=[N:4][C:5]([S:8][CH3:9])=[N:6][CH:7]=1.[CH3:12][O:13][C:14]1[CH:19]=[CH:18][C:17]([C:20]2[CH:25]=[CH:24][C:23]([C:26]([O:28][CH3:29])=[O:27])=[CH:22][C:21]=2[CH3:30])=[CH:16][C:15]=1B(O)O.C([O-])([O-])=O.[Cs+].[Cs+].O1CCOCC1. Product: [OH:11][CH2:10][C:3]1[C:2]([C:15]2[CH:16]=[C:17]([C:20]3[CH:25]=[CH:24][C:23]([C:26]([O:28][CH3:29])=[O:27])=[CH:22][C:21]=3[CH3:30])[CH:18]=[CH:19][C:14]=2[O:13][CH3:12])=[CH:7][N:6]=[C:5]([S:8][CH3:9])[N:4]=1. The catalyst class is: 257. (5) Reactant: [CH3:1][CH:2]([C:4]1[CH:5]=[CH:6][CH:7]=[C:8]([CH:11]([CH3:13])[CH3:12])[C:9]=1[OH:10])[CH3:3].CCN=C=NCCCN(C)C.C1C=CC2N(O)N=NC=2C=1.[NH2:35][CH2:36][CH2:37][N:38]1[CH2:42][CH2:41][CH2:40][CH2:39]1.[C:43](O)(=[O:54])[CH2:44][C:45](CC(O)=O)([C:47](O)=[O:48])O. Product: [CH:11]([C:8]1[CH:7]=[CH:6][CH:5]=[C:4]([CH:2]([CH3:1])[CH3:3])[C:9]=1[O:10][C:43](=[O:54])[CH2:44][CH2:45][C:47]([NH:35][CH2:36][CH2:37][N:38]1[CH2:42][CH2:41][CH2:40][CH2:39]1)=[O:48])([CH3:13])[CH3:12]. The catalyst class is: 76.